Dataset: CYP1A2 inhibition data for predicting drug metabolism from PubChem BioAssay. Task: Regression/Classification. Given a drug SMILES string, predict its absorption, distribution, metabolism, or excretion properties. Task type varies by dataset: regression for continuous measurements (e.g., permeability, clearance, half-life) or binary classification for categorical outcomes (e.g., BBB penetration, CYP inhibition). Dataset: cyp1a2_veith. (1) The drug is O=C1OCC(CO)(CO)N=C1NNc1ccc(Cl)c(Cl)c1. The result is 1 (inhibitor). (2) The compound is Cc1noc(C)c1-c1nc(NCc2cccs2)c2ccccc2n1. The result is 1 (inhibitor). (3) The compound is O=C(C(Cc1ccccc1)N1C(=O)C2C3CCC(C3)C2C1=O)N1CCCCC1. The result is 0 (non-inhibitor). (4) The molecule is O=C(Nc1cccc(F)c1)N1CC2(CCN(C(=O)c3cc(C(F)(F)F)cc(C(F)(F)F)c3)CC2)C1. The result is 0 (non-inhibitor).